From a dataset of Forward reaction prediction with 1.9M reactions from USPTO patents (1976-2016). Predict the product of the given reaction. (1) Given the reactants [CH2:1]([N:3]1[C:8]2[N:9]=[C:10](S(C)(=O)=O)[N:11]=[C:12]([CH3:13])[C:7]=2[CH:6]=[C:5]([C:18]2[CH:23]=[CH:22][CH:21]=[CH:20][CH:19]=2)[C:4]1=[O:24])[CH3:2].[CH2:25]([N:27]1[CH2:32][CH2:31][N:30]([C:33]2[CH:39]=[CH:38][C:36]([NH2:37])=[CH:35][CH:34]=2)[CH2:29][CH2:28]1)[CH3:26], predict the reaction product. The product is: [CH2:1]([N:3]1[C:8]2[N:9]=[C:10]([NH:37][C:36]3[CH:35]=[CH:34][C:33]([N:30]4[CH2:29][CH2:28][N:27]([CH2:25][CH3:26])[CH2:32][CH2:31]4)=[CH:39][CH:38]=3)[N:11]=[C:12]([CH3:13])[C:7]=2[CH:6]=[C:5]([C:18]2[CH:23]=[CH:22][CH:21]=[CH:20][CH:19]=2)[C:4]1=[O:24])[CH3:2]. (2) Given the reactants Cl.[NH2:2][C@@H:3]1[CH2:5][C@H:4]1[C:6]1[CH:11]=[CH:10][C:9]([NH:12][C:13](=[O:21])[C:14]2[CH:19]=[CH:18][CH:17]=[C:16]([Br:20])[CH:15]=2)=[CH:8][CH:7]=1.[CH3:22][N:23]1[CH2:28][CH2:27][C:26](=O)[CH2:25][CH2:24]1.C(=O)([O-])O.[Na+].[BH4-].[Na+], predict the reaction product. The product is: [Br:20][C:16]1[CH:15]=[C:14]([CH:19]=[CH:18][CH:17]=1)[C:13]([NH:12][C:9]1[CH:10]=[CH:11][C:6]([C@@H:4]2[CH2:5][C@H:3]2[NH:2][CH:26]2[CH2:27][CH2:28][N:23]([CH3:22])[CH2:24][CH2:25]2)=[CH:7][CH:8]=1)=[O:21].